This data is from Full USPTO retrosynthesis dataset with 1.9M reactions from patents (1976-2016). The task is: Predict the reactants needed to synthesize the given product. (1) Given the product [C:1]1([S:7]([NH:10][NH:11][C:12](=[O:20])[C:13]2[CH:14]=[CH:15][C:16]([NH:19][CH2:25][C:26]3[CH:31]=[CH:30][CH:29]=[CH:28][CH:27]=3)=[CH:17][CH:18]=2)(=[O:9])=[O:8])[CH:2]=[CH:3][CH:4]=[CH:5][CH:6]=1, predict the reactants needed to synthesize it. The reactants are: [C:1]1([S:7]([NH:10][NH:11][C:12](=[O:20])[C:13]2[CH:18]=[CH:17][C:16]([NH2:19])=[CH:15][CH:14]=2)(=[O:9])=[O:8])[CH:6]=[CH:5][CH:4]=[CH:3][CH:2]=1.C(O)(=O)C.[CH:25](=O)[C:26]1[CH:31]=[CH:30][CH:29]=[CH:28][CH:27]=1.C(O[BH-](OC(=O)C)OC(=O)C)(=O)C.[Na+]. (2) Given the product [Cl:1][C:2]1[C:7](=[O:8])[NH:6][C:5]([CH2:9][C:10]([N:22]2[C:23]3[C:28](=[C:27]([F:30])[CH:26]=[CH:25][CH:24]=3)[CH2:29][C@H:21]2[CH3:20])=[O:12])=[N:4][C:3]=1[N:13]1[CH2:18][CH2:17][O:16][CH2:15][CH2:14]1, predict the reactants needed to synthesize it. The reactants are: [Cl:1][C:2]1[C:7](=[O:8])[NH:6][C:5]([CH2:9][C:10]([O-:12])=O)=[N:4][C:3]=1[N:13]1[CH2:18][CH2:17][O:16][CH2:15][CH2:14]1.[Na+].[CH3:20][C@@H:21]1[CH2:29][C:28]2[C:23](=[CH:24][CH:25]=[CH:26][C:27]=2[F:30])[NH:22]1.